From a dataset of Reaction yield outcomes from USPTO patents with 853,638 reactions. Predict the reaction yield, written as a fraction of the theoretical maximum amount of product (1.0 means a 100% yield; for example, 0.34 means a 34% yield). (1) The reactants are [C:1]([O:5][C:6]([NH:8][CH2:9][C@H:10]1[C@H:14]([CH2:15][NH:16][C:17]([O:19][C:20]([CH3:23])([CH3:22])[CH3:21])=[O:18])[CH2:13][NH:12][CH2:11]1)=[O:7])([CH3:4])([CH3:3])[CH3:2].C=O.[C:26]([BH3-])#N.[Na+].[OH-].[Na+]. The catalyst is C(#N)C.C(O)(=O)C. The product is [CH3:26][N:12]1[CH2:11][C@@H:10]([CH2:9][NH:8][C:6]([O:5][C:1]([CH3:4])([CH3:3])[CH3:2])=[O:7])[C@H:14]([CH2:15][NH:16][C:17]([O:19][C:20]([CH3:23])([CH3:22])[CH3:21])=[O:18])[CH2:13]1. The yield is 0.600. (2) The reactants are [C:1]([NH2:5])([CH3:4])([CH3:3])[CH3:2].[Cl:6][CH2:7][CH2:8][CH2:9][S:10](Cl)(=[O:12])=[O:11]. The catalyst is C1COCC1. The product is [C:1]([NH:5][S:10]([CH2:9][CH2:8][CH2:7][Cl:6])(=[O:12])=[O:11])([CH3:4])([CH3:3])[CH3:2]. The yield is 0.990. (3) The reactants are [C:1](/[C:3](=[C:7](/[N:9]1[CH2:15][CH2:14][CH2:13][N:12]([C:16]2[CH:21]=[CH:20][CH:19]=[C:18]([O:22][CH3:23])[CH:17]=2)[CH2:11][CH2:10]1)\[CH3:8])/[C:4](=[S:6])[NH2:5])#[N:2].[CH3:24]OC(OC)N(C)C. The catalyst is C(O)C. The product is [CH3:23][O:22][C:18]1[CH:17]=[C:16]([N:12]2[CH2:13][CH2:14][CH2:15][N:9]([C:7]3[CH:8]=[CH:24][NH:5][C:4](=[S:6])[C:3]=3[C:1]#[N:2])[CH2:10][CH2:11]2)[CH:21]=[CH:20][CH:19]=1. The yield is 0.270.